The task is: Predict which catalyst facilitates the given reaction.. This data is from Catalyst prediction with 721,799 reactions and 888 catalyst types from USPTO. Product: [CH3:1][N:2]1[CH:6]=[C:5]([C:7]2[CH:8]=[C:9]3[C:15]([C:16]4[N:21]=[C:20]([N:22]5[CH2:23][CH2:24][N:25]([C:28]([O:30][C:31]([CH3:34])([CH3:33])[CH3:32])=[O:29])[CH2:26][CH2:27]5)[CH:19]=[N:18][CH:17]=4)=[CH:14][NH:13][C:10]3=[N:11][CH:12]=2)[CH:4]=[N:3]1. Reactant: [CH3:1][N:2]1[CH:6]=[C:5]([C:7]2[CH:8]=[C:9]3[C:15]([C:16]4[N:21]=[C:20]([N:22]5[CH2:27][CH2:26][N:25]([C:28]([O:30][C:31]([CH3:34])([CH3:33])[CH3:32])=[O:29])[CH2:24][CH2:23]5)[CH:19]=[N:18][CH:17]=4)=[CH:14][N:13](S(C4C=CC=CC=4)(=O)=O)[C:10]3=[N:11][CH:12]=2)[CH:4]=[N:3]1.C(=O)([O-])[O-].[K+].[K+]. The catalyst class is: 100.